From a dataset of Reaction yield outcomes from USPTO patents with 853,638 reactions. Predict the reaction yield, written as a fraction of the theoretical maximum amount of product (1.0 means a 100% yield; for example, 0.34 means a 34% yield). (1) The reactants are [F:1][C:2]1[C:3]([N+:40]([O-])=O)=[C:4]([NH:9][C:10]2[C:18]3[O:17][CH2:16][C@@H:15]([N:19]([C:34](=[O:39])[C:35]([F:38])([F:37])[F:36])[C:20]4[CH:33]=[CH:32][C:23]5[C@H:24]([CH2:27][C:28]([O:30][CH3:31])=[O:29])[CH2:25][O:26][C:22]=5[CH:21]=4)[C:14]=3[CH:13]=[CH:12][CH:11]=2)[CH:5]=[C:6]([F:8])[CH:7]=1. The catalyst is CO.O1CCCC1.[C].[Pd]. The product is [NH2:40][C:3]1[C:2]([F:1])=[CH:7][C:6]([F:8])=[CH:5][C:4]=1[NH:9][C:10]1[C:18]2[O:17][CH2:16][C@@H:15]([N:19]([C:34](=[O:39])[C:35]([F:36])([F:38])[F:37])[C:20]3[CH:33]=[CH:32][C:23]4[C@H:24]([CH2:27][C:28]([O:30][CH3:31])=[O:29])[CH2:25][O:26][C:22]=4[CH:21]=3)[C:14]=2[CH:13]=[CH:12][CH:11]=1. The yield is 0.800. (2) The reactants are Br[CH2:2][C:3]([C:5]1[CH:10]=[CH:9][N:8]([CH3:11])[C:7](=[O:12])[CH:6]=1)=[O:4].[C:13]([O:18][CH2:19][CH3:20])(=[O:17])[C:14]#[C:15][CH3:16].[N:21]1[CH:26]=[CH:25][CH:24]=[CH:23][N:22]=1. The catalyst is C(C1CO1)C. The product is [CH3:16][C:15]1[C:14]([C:13]([O:18][CH2:19][CH3:20])=[O:17])=[C:26]2[CH:25]=[CH:24][CH:23]=[N:22][N:21]2[C:2]=1[C:3]([C:5]1[CH:10]=[CH:9][N:8]([CH3:11])[C:7](=[O:12])[CH:6]=1)=[O:4]. The yield is 0.226. (3) The reactants are [O:1]=[C:2]1[CH2:6][S:5][C:4](=[S:7])[N:3]1[CH2:8][CH2:9][C:10]([OH:12])=O.C(N(CC)C(C)C)(C)C.C(Cl)(=O)C(C)(C)C.[NH2:29][C:30]1[CH:35]=[CH:34][CH:33]=[CH:32][C:31]=1[OH:36]. The catalyst is ClCCCl. The product is [OH:36][C:31]1[CH:32]=[CH:33][CH:34]=[CH:35][C:30]=1[NH:29][C:10](=[O:12])[CH2:9][CH2:8][N:3]1[C:2](=[O:1])[CH2:6][S:5][C:4]1=[S:7]. The yield is 0.850. (4) The reactants are CO[C:3]1[CH:10]=[CH:9][C:6]([CH2:7]N)=[CH:5][CH:4]=1.O[C@@H]1[C@H](O)[C@@H](OC)C(C)(C)O[C@H]1OC1C(C)=C2C([CH:28]=[C:29]([NH:36][C:37]([C:39]3[CH:40]=[C:41](C4C=CC=C(C)C=4)[C:42]([O:45][CH3:46])=[CH:43][CH:44]=3)=O)[C:30](=O)O2)=CC=1.[O-]P([O-])([O-])=O.[K+].[K+].[K+].[NH:62]1[CH2:69][CH2:68][CH2:67][C@H:63]1[C:64](O)=[O:65].[CH3:70]S(C)=O. No catalyst specified. The product is [CH3:46][O:45][C:42]1[CH:41]=[CH:40][C:39]([CH2:37][NH:36][C:29]2[CH:30]=[N:62][C:69]3[C:68]([CH:28]=2)=[CH:67][CH:63]=[C:64]([O:65][CH2:7][C:6]2[CH:9]=[CH:10][CH:3]=[CH:4][CH:5]=2)[CH:70]=3)=[CH:44][CH:43]=1. The yield is 0.730. (5) The reactants are C(C1C=C(NC2N=C(NC3C=CC=C(C(O)=O)C=3)C(F)=CN=2)C=CC=1)(O)=O.C[O:29][C:30]([C:32]1[CH:37]=[CH:36][C:35]([NH:38][C:39]2[N:44]=[C:43]([NH:45][C:46]3[CH:51]=[CH:50][C:49]([C:52]([O:54]C)=[O:53])=[CH:48][CH:47]=3)[C:42]([F:56])=[CH:41][N:40]=2)=[CH:34][CH:33]=1)=[O:31].[OH-].[Na+]. No catalyst specified. The product is [C:30]([C:32]1[CH:37]=[CH:36][C:35]([NH:38][C:39]2[N:44]=[C:43]([NH:45][C:46]3[CH:51]=[CH:50][C:49]([C:52]([OH:54])=[O:53])=[CH:48][CH:47]=3)[C:42]([F:56])=[CH:41][N:40]=2)=[CH:34][CH:33]=1)([OH:31])=[O:29]. The yield is 0.590.